This data is from Reaction yield outcomes from USPTO patents with 853,638 reactions. The task is: Predict the reaction yield, written as a fraction of the theoretical maximum amount of product (1.0 means a 100% yield; for example, 0.34 means a 34% yield). (1) The reactants are [N+:1]([C:4]1[CH:9]=[C:8]([C:10](=[O:13])[CH2:11][CH3:12])[CH:7]=[CH:6][C:5]=1[NH:14]C(=O)C)([O-:3])=[O:2].N. The catalyst is Cl. The product is [NH2:14][C:5]1[CH:6]=[CH:7][C:8]([C:10](=[O:13])[CH2:11][CH3:12])=[CH:9][C:4]=1[N+:1]([O-:3])=[O:2]. The yield is 0.900. (2) The reactants are Cl.C(N=C=NCCCN(C)C)C.[C:13]([C:18]1[CH:26]=[CH:25][C:21]([C:22]([OH:24])=O)=[CH:20][CH:19]=1)(=[O:17])[CH2:14][CH2:15][CH3:16].Cl.[NH2:28][CH2:29][CH2:30][C:31]([O:33][CH3:34])=[O:32].ON1C2N=CC=CC=2N=N1.C(N(CC)CC)C. The catalyst is ClCCl. The product is [C:13]([C:18]1[CH:19]=[CH:20][C:21]([C:22]([NH:28][CH2:29][CH2:30][C:31]([O:33][CH3:34])=[O:32])=[O:24])=[CH:25][CH:26]=1)(=[O:17])[CH2:14][CH2:15][CH3:16]. The yield is 0.560. (3) The reactants are [OH:1][C@H:2]([CH2:35][OH:36])[CH2:3][NH:4][C:5]([C:7]1[NH:8][C:9]([C:12]2[CH:17]=[C:16]([O:18][C:19]3[CH:24]=[N:23][C:22]([S:25]([CH3:28])(=[O:27])=[O:26])=[CH:21][N:20]=3)[CH:15]=[C:14]([O:29][C@@H:30]([CH3:34])[CH2:31][O:32][CH3:33])[CH:13]=2)=[CH:10][CH:11]=1)=[O:6].C(N(CC)CC)C.[CH:44]([Si:47](Cl)([CH:51]([CH3:53])[CH3:52])[CH:48]([CH3:50])[CH3:49])([CH3:46])[CH3:45]. The catalyst is C(Cl)Cl.CN(C)C1C=CN=CC=1. The product is [OH:1][C@H:2]([CH2:35][O:36][Si:47]([CH:51]([CH3:53])[CH3:52])([CH:48]([CH3:50])[CH3:49])[CH:44]([CH3:46])[CH3:45])[CH2:3][NH:4][C:5]([C:7]1[NH:8][C:9]([C:12]2[CH:17]=[C:16]([O:18][C:19]3[CH:24]=[N:23][C:22]([S:25]([CH3:28])(=[O:27])=[O:26])=[CH:21][N:20]=3)[CH:15]=[C:14]([O:29][C@@H:30]([CH3:34])[CH2:31][O:32][CH3:33])[CH:13]=2)=[CH:10][CH:11]=1)=[O:6]. The yield is 0.640. (4) The reactants are [CH3:1][O:2][C:3]([C:5]1[S:6][C:7]([Br:30])=[CH:8][C:9]=1[N:10]([CH:20]1[CH2:29][CH2:28][C:23]2(OCC[O:24]2)[CH2:22][CH2:21]1)[C:11]([C@H:13]1[CH2:18][CH2:17][C@H:16]([CH3:19])[CH2:15][CH2:14]1)=[O:12])=[O:4].Cl. The catalyst is O1CCCC1. The product is [CH3:1][O:2][C:3]([C:5]1[S:6][C:7]([Br:30])=[CH:8][C:9]=1[N:10]([C:11]([C@H:13]1[CH2:14][CH2:15][C@H:16]([CH3:19])[CH2:17][CH2:18]1)=[O:12])[CH:20]1[CH2:29][CH2:28][C:23](=[O:24])[CH2:22][CH2:21]1)=[O:4]. The yield is 0.950. (5) The reactants are [CH3:1][O:2][C:3](=[O:76])[NH:4][CH:5]([C:9]([N:11]1[CH2:15][CH2:14][CH2:13][CH:12]1[C:16]1[N:17](COCC[Si](C)(C)C)[C:18]([C:21]2[CH:26]=[CH:25][C:24]([N:27]3[CH2:32][CH2:31][N:30]([C:33]4[CH:38]=[CH:37][C:36]([C:39]5[N:40](COCC[Si](C)(C)C)[C:41]([CH:44]6[CH2:48][CH2:47][CH2:46][N:45]6[C:49](=[O:59])[CH:50]([NH:54][C:55]([O:57][CH3:58])=[O:56])[CH:51]([CH3:53])[CH3:52])=[N:42][CH:43]=5)=[CH:35][CH:34]=4)[CH2:29][CH2:28]3)=[CH:23][CH:22]=2)=[CH:19][N:20]=1)=[O:10])[CH:6]([CH3:8])[CH3:7]. The catalyst is FC(F)(F)C(O)=O. The product is [CH3:1][O:2][C:3](=[O:76])[NH:4][CH:5]([C:9]([N:11]1[CH2:15][CH2:14][CH2:13][CH:12]1[C:16]1[NH:17][C:18]([C:21]2[CH:26]=[CH:25][C:24]([N:27]3[CH2:32][CH2:31][N:30]([C:33]4[CH:38]=[CH:37][C:36]([C:39]5[NH:40][C:41]([CH:44]6[CH2:48][CH2:47][CH2:46][N:45]6[C:49](=[O:59])[CH:50]([NH:54][C:55]([O:57][CH3:58])=[O:56])[CH:51]([CH3:53])[CH3:52])=[N:42][CH:43]=5)=[CH:35][CH:34]=4)[CH2:29][CH2:28]3)=[CH:23][CH:22]=2)=[CH:19][N:20]=1)=[O:10])[CH:6]([CH3:8])[CH3:7]. The yield is 0.320. (6) The product is [Br:12][C:13]1[CH:19]=[CH:18][C:16]([NH:17][C:4](=[NH:5])[CH2:3][C:2](=[O:1])[C:6]2[CH:7]=[CH:8][CH:9]=[CH:10][CH:11]=2)=[CH:15][CH:14]=1. The yield is 0.0900. The reactants are [O:1]=[C:2]([C:6]1[CH:11]=[CH:10][CH:9]=[CH:8][CH:7]=1)[CH2:3][C:4]#[N:5].[Br:12][C:13]1[CH:19]=[CH:18][C:16]([NH2:17])=[CH:15][CH:14]=1. The catalyst is C(O)C. (7) The reactants are C(OC([N:8]1[CH2:13][CH2:12][CH:11]([N:14]2[C:22]3[C:17](=[CH:18][C:19]([Cl:23])=[CH:20][CH:21]=3)[CH2:16][C:15]2=[O:24])[CH2:10][CH2:9]1)=O)(C)(C)C.C(O)(C(F)(F)F)=O.C(Cl)Cl. No catalyst specified. The product is [Cl:23][C:19]1[CH:18]=[C:17]2[C:22](=[CH:21][CH:20]=1)[N:14]([CH:11]1[CH2:10][CH2:9][NH:8][CH2:13][CH2:12]1)[C:15](=[O:24])[CH2:16]2. The yield is 0.970. (8) The reactants are [NH2:1][C:2]1[CH:3]=[C:4]([N:8]2[C:12]3=[N:13][CH:14]=[N:15][C:16]([NH2:17])=[C:11]3[CH:10]=[N:9]2)[CH:5]=[CH:6][CH:7]=1.[S:18]1[CH:22]=[CH:21][C:20]([S:23](Cl)(=[O:25])=[O:24])=[CH:19]1.C(N(C(C)C)CC)(C)C.CN(C=O)C. The catalyst is CO. The product is [NH2:17][C:16]1[N:15]=[CH:14][N:13]=[C:12]2[N:8]([C:4]3[CH:3]=[C:2]([NH:1][S:23]([C:20]4[CH:21]=[CH:22][S:18][CH:19]=4)(=[O:25])=[O:24])[CH:7]=[CH:6][CH:5]=3)[N:9]=[CH:10][C:11]=12. The yield is 0.200.